From a dataset of Full USPTO retrosynthesis dataset with 1.9M reactions from patents (1976-2016). Predict the reactants needed to synthesize the given product. Given the product [NH2:20][C:21]1[N:29]=[C:28]([CH2:30][O:31][CH3:32])[CH:27]=[CH:26][C:22]=1[C:23]([NH:18][CH2:17][C:15]1[O:16][C:12]2[CH:11]=[CH:10][C:9]([O:8][CH2:1][C:2]3[CH:3]=[CH:4][CH:5]=[CH:6][CH:7]=3)=[CH:19][C:13]=2[CH:14]=1)=[O:24], predict the reactants needed to synthesize it. The reactants are: [CH2:1]([O:8][C:9]1[CH:10]=[CH:11][C:12]2[O:16][C:15]([CH2:17][NH2:18])=[CH:14][C:13]=2[CH:19]=1)[C:2]1[CH:7]=[CH:6][CH:5]=[CH:4][CH:3]=1.[NH2:20][C:21]1[N:29]=[C:28]([CH2:30][O:31][CH3:32])[CH:27]=[CH:26][C:22]=1[C:23](O)=[O:24].C(N(CC)CC)C.F[P-](F)(F)(F)(F)F.N1(O[P+](N(C)C)(N(C)C)N(C)C)C2C=CC=CC=2N=N1.